Dataset: Full USPTO retrosynthesis dataset with 1.9M reactions from patents (1976-2016). Task: Predict the reactants needed to synthesize the given product. Given the product [Cl:1][C:2]1[CH:3]=[C:4]([C:5]([NH:33][C:28]2[CH:29]=[CH:30][CH:31]=[CH:32][N:27]=2)=[O:7])[CH:8]=[CH:9][C:10]=1[C:11]([NH:12][C:13]1[CH:18]=[CH:17][C:16]([Cl:19])=[C:15]([C:20]2[CH:25]=[CH:24][CH:23]=[CH:22][N:21]=2)[CH:14]=1)=[O:26], predict the reactants needed to synthesize it. The reactants are: [Cl:1][C:2]1[CH:3]=[C:4]([CH:8]=[CH:9][C:10]=1[C:11](=[O:26])[NH:12][C:13]1[CH:18]=[CH:17][C:16]([Cl:19])=[C:15]([C:20]2[CH:25]=[CH:24][CH:23]=[CH:22][N:21]=2)[CH:14]=1)[C:5]([OH:7])=O.[N:27]1[CH:32]=[CH:31][CH:30]=[CH:29][C:28]=1[NH2:33].